From a dataset of NCI-60 drug combinations with 297,098 pairs across 59 cell lines. Regression. Given two drug SMILES strings and cell line genomic features, predict the synergy score measuring deviation from expected non-interaction effect. (1) Drug 1: COC1=NC(=NC2=C1N=CN2C3C(C(C(O3)CO)O)O)N. Drug 2: CC1CCC2CC(C(=CC=CC=CC(CC(C(=O)C(C(C(=CC(C(=O)CC(OC(=O)C3CCCCN3C(=O)C(=O)C1(O2)O)C(C)CC4CCC(C(C4)OC)OCCO)C)C)O)OC)C)C)C)OC. Cell line: NCI/ADR-RES. Synergy scores: CSS=-3.90, Synergy_ZIP=4.67, Synergy_Bliss=6.36, Synergy_Loewe=-3.51, Synergy_HSA=-0.406. (2) Drug 1: CC1OCC2C(O1)C(C(C(O2)OC3C4COC(=O)C4C(C5=CC6=C(C=C35)OCO6)C7=CC(=C(C(=C7)OC)O)OC)O)O. Drug 2: CN(CCCl)CCCl.Cl. Cell line: NCIH23. Synergy scores: CSS=51.9, Synergy_ZIP=-6.52, Synergy_Bliss=-2.13, Synergy_Loewe=-2.52, Synergy_HSA=1.30. (3) Drug 1: C1=C(C(=O)NC(=O)N1)N(CCCl)CCCl. Drug 2: C1=CC=C(C=C1)NC(=O)CCCCCCC(=O)NO. Cell line: HCT-15. Synergy scores: CSS=35.7, Synergy_ZIP=0.905, Synergy_Bliss=2.41, Synergy_Loewe=0.344, Synergy_HSA=2.57. (4) Cell line: UACC-257. Drug 2: C1CN(P(=O)(OC1)NCCCl)CCCl. Drug 1: CC1=CC2C(CCC3(C2CCC3(C(=O)C)OC(=O)C)C)C4(C1=CC(=O)CC4)C. Synergy scores: CSS=-2.05, Synergy_ZIP=1.65, Synergy_Bliss=1.80, Synergy_Loewe=-0.697, Synergy_HSA=-0.891. (5) Drug 1: CC1OCC2C(O1)C(C(C(O2)OC3C4COC(=O)C4C(C5=CC6=C(C=C35)OCO6)C7=CC(=C(C(=C7)OC)O)OC)O)O. Drug 2: C(CC(=O)O)C(=O)CN.Cl. Cell line: NCI-H522. Synergy scores: CSS=24.9, Synergy_ZIP=-6.23, Synergy_Bliss=-1.84, Synergy_Loewe=-15.6, Synergy_HSA=0.203.